From a dataset of Full USPTO retrosynthesis dataset with 1.9M reactions from patents (1976-2016). Predict the reactants needed to synthesize the given product. (1) Given the product [Cl:7][C:8]1[CH:15]=[CH:14][CH:13]=[CH:12][C:9]=1[CH2:10][N:4]1[CH:5]=[N:6][C:2]([NH2:1])=[N:3]1, predict the reactants needed to synthesize it. The reactants are: [NH2:1][C:2]1[N:6]=[CH:5][NH:4][N:3]=1.[Cl:7][C:8]1[CH:15]=[CH:14][CH:13]=[CH:12][C:9]=1[CH2:10]Cl. (2) Given the product [O:1]1[C:6]2[CH:7]=[CH:8][C:9]([S:11]([N:14]([CH2:15][C@H:16]3[O:45][C:52]([CH3:54])([CH3:53])[N:33]([C:34]([O:35][C@@H:36]4[C@H:43]5[C@H:39]([O:40][CH2:41][CH2:42]5)[O:38][CH2:37]4)=[O:44])[C@H:17]3[CH2:18][C:19]3[CH:20]=[CH:21][C:22]([OH:25])=[CH:23][CH:24]=3)[CH2:46][CH:47]([CH3:48])[CH3:49])(=[O:12])=[O:13])=[CH:10][C:5]=2[O:4][CH2:3][CH2:2]1, predict the reactants needed to synthesize it. The reactants are: [O:1]1[C:6]2[CH:7]=[CH:8][C:9]([S:11]([N:14]([CH2:46][CH:47]([CH3:49])[CH3:48])[CH2:15][C@@H:16]([OH:45])[C@@H:17]([NH:33][C:34](=[O:44])[O:35][C@@H:36]3[C@H:43]4[C@H:39]([O:40][CH2:41][CH2:42]4)[O:38][CH2:37]3)[CH2:18][C:19]3[CH:24]=[CH:23][C:22]([O:25]CC4C=CC=CC=4)=[CH:21][CH:20]=3)(=[O:13])=[O:12])=[CH:10][C:5]=2[O:4][CH2:3][CH2:2]1.CO[C:52](OC)([CH3:54])[CH3:53].C1(C)C=CC(S(O)(=O)=O)=CC=1. (3) Given the product [C:25]([C:7]1[C:8]2[C:13](=[CH:12][CH:11]=[CH:10][C:9]=2[O:16][C:17]2[CH:22]=[CH:21][C:20]([O:23][CH3:24])=[CH:19][CH:18]=2)[C:14]([OH:15])=[C:5]([C:3]([NH:27][CH2:28][C:29]([OH:31])=[O:30])=[O:4])[N:6]=1)#[N:26], predict the reactants needed to synthesize it. The reactants are: CO[C:3]([C:5]1[N:6]=[C:7]([C:25]#[N:26])[C:8]2[C:13]([C:14]=1[OH:15])=[CH:12][CH:11]=[CH:10][C:9]=2[O:16][C:17]1[CH:22]=[CH:21][C:20]([O:23][CH3:24])=[CH:19][CH:18]=1)=[O:4].[NH2:27][CH2:28][C:29]([OH:31])=[O:30]. (4) Given the product [F:18][CH:17]([F:19])[C:9]1[N:8]([C:6]2[N:7]=[C:2]([N:37]3[CH2:38][CH2:39][N:34]([CH3:33])[CH2:35][CH2:36]3)[N:3]=[C:4]([N:20]3[CH2:26][C:22]4([CH2:25][O:24][CH2:23]4)[CH2:21]3)[N:5]=2)[C:12]2[CH:13]=[CH:14][CH:15]=[CH:16][C:11]=2[N:10]=1, predict the reactants needed to synthesize it. The reactants are: Cl[C:2]1[N:7]=[C:6]([N:8]2[C:12]3[CH:13]=[CH:14][CH:15]=[CH:16][C:11]=3[N:10]=[C:9]2[CH:17]([F:19])[F:18])[N:5]=[C:4]([N:20]2[CH2:26][C:22]3([CH2:25][O:24][CH2:23]3)[CH2:21]2)[N:3]=1.C(=O)([O-])[O-].[K+].[K+].[CH3:33][N:34]1[CH2:39][CH2:38][NH:37][CH2:36][CH2:35]1. (5) The reactants are: [OH-].[Na+].[SH:3][CH2:4][C:5]([OH:7])=[O:6].Cl[CH2:9][CH2:10][C:11]1[CH:16]=[CH:15][CH:14]=[CH:13][CH:12]=1. Given the product [CH2:9]([S:3][CH2:4][C:5]([OH:7])=[O:6])[CH2:10][C:11]1[CH:16]=[CH:15][CH:14]=[CH:13][CH:12]=1, predict the reactants needed to synthesize it. (6) Given the product [CH3:1][O:2][C:3]1[CH:8]=[CH:7][C:6]([CH2:9][NH:10][C:15]2[C:14]([C:19]3[N:20]([C:24]4[CH:29]=[CH:28][CH:27]=[C:26]([Cl:30])[C:25]=4[Cl:31])[CH:21]=[CH:22][N:23]=3)=[CH:13][C:12]([Br:11])=[CH:17][N:16]=2)=[CH:5][CH:4]=1, predict the reactants needed to synthesize it. The reactants are: [CH3:1][O:2][C:3]1[CH:8]=[CH:7][C:6]([CH2:9][NH2:10])=[CH:5][CH:4]=1.[Br:11][C:12]1[CH:13]=[C:14]([C:19]2[N:20]([C:24]3[CH:29]=[CH:28][CH:27]=[C:26]([Cl:30])[C:25]=3[Cl:31])[CH:21]=[CH:22][N:23]=2)[C:15](Cl)=[N:16][CH:17]=1.